This data is from Reaction yield outcomes from USPTO patents with 853,638 reactions. The task is: Predict the reaction yield, written as a fraction of the theoretical maximum amount of product (1.0 means a 100% yield; for example, 0.34 means a 34% yield). (1) The reactants are [O:1]=[C:2]1[CH2:6][CH2:5][CH2:4][CH:3]1[C:7]([O:9][CH2:10][CH3:11])=[O:8].C(=O)([O-])[O-].[K+].[K+].[CH2:18](Br)[CH:19]([CH3:21])[CH3:20]. The catalyst is [Cl-].C([N+](CC)(CC)CC)C1C=CC=CC=1.CN(C)C=O. The product is [CH2:18]([C:3]1([C:7]([O:9][CH2:10][CH3:11])=[O:8])[CH2:4][CH2:5][CH2:6][C:2]1=[O:1])[CH:19]([CH3:21])[CH3:20]. The yield is 0.900. (2) The reactants are [N+:1]([C:4]1[CH:5]=[C:6]([CH:11]=[C:12]([C:14]([F:17])([F:16])[F:15])[CH:13]=1)[C:7](OC)=[O:8])([O-])=O.[NH2:18][NH2:19]. The catalyst is C(O)C. The product is [NH2:1][C:4]1[CH:5]=[C:6]([CH:11]=[C:12]([C:14]([F:17])([F:16])[F:15])[CH:13]=1)[C:7]([NH:18][NH2:19])=[O:8]. The yield is 0.770. (3) The reactants are [CH:1]1([N:7]2[C:11]3[CH:12]=[CH:13][C:14]([C:16]([OH:18])=O)=[CH:15][C:10]=3[N:9]=[C:8]2[C:19]2[CH:20]=[C:21]3[C:26](=[CH:27][CH:28]=2)[N:25]=[C:24]([C:29]2[CH:34]=[CH:33][CH:32]=[CH:31][CH:30]=2)[CH:23]=[CH:22]3)[CH2:6][CH2:5][CH2:4][CH2:3][CH2:2]1.[NH2:35][C@H:36]([C:39]([OH:41])=[O:40])[CH2:37][OH:38]. No catalyst specified. The product is [CH:1]1([N:7]2[C:11]3[CH:12]=[CH:13][C:14]([C:16]([NH:35][CH:36]([CH2:37][OH:38])[C:39]([OH:41])=[O:40])=[O:18])=[CH:15][C:10]=3[N:9]=[C:8]2[C:19]2[CH:20]=[C:21]3[C:26](=[CH:27][CH:28]=2)[N:25]=[C:24]([C:29]2[CH:34]=[CH:33][CH:32]=[CH:31][CH:30]=2)[CH:23]=[CH:22]3)[CH2:2][CH2:3][CH2:4][CH2:5][CH2:6]1. The yield is 0.360. (4) The reactants are Br[CH2:2][CH2:3][CH2:4][CH2:5][C-:6]1[CH2:10][CH:9]=[CH:8][S:7]1.O.[CH2:12]([O:14][P:15]([O:19]CC)[O:16][CH2:17][CH3:18])[CH3:13]. No catalyst specified. The product is [CH2:12]([O:14][P:15]([CH2:2][CH2:3][CH2:4][CH2:5][C:6]1[S:7][CH:8]=[CH:9][CH:10]=1)(=[O:19])[O:16][CH2:17][CH3:18])[CH3:13]. The yield is 0.820. (5) The reactants are [Cl:1][C:2]1[C:6]([Cl:7])=[C:5]([CH3:8])[NH:4][C:3]=1[C:9]([NH:11][C@@H:12]1[CH2:17][CH2:16][N:15]([C:18]2[S:19][C:20]([C:29]([O:31]C)=[O:30])=[C:21]([C:23]3[N:27]([CH3:28])[N:26]=[CH:25][N:24]=3)[N:22]=2)[CH2:14][C@@H:13]1[O:33][CH2:34][CH:35]=[CH2:36])=[O:10].[OH-].[Na+]. The catalyst is CO. The product is [Cl:1][C:2]1[C:6]([Cl:7])=[C:5]([CH3:8])[NH:4][C:3]=1[C:9]([NH:11][C@@H:12]1[CH2:17][CH2:16][N:15]([C:18]2[S:19][C:20]([C:29]([OH:31])=[O:30])=[C:21]([C:23]3[N:27]([CH3:28])[N:26]=[CH:25][N:24]=3)[N:22]=2)[CH2:14][C@@H:13]1[O:33][CH2:34][CH:35]=[CH2:36])=[O:10]. The yield is 0.720. (6) The catalyst is CO.O1CCCC1. The product is [OH:1][CH:2]([C:26]1[CH:31]=[CH:30][C:29]([C:32]([CH2:39][OH:40])([CH3:38])[C:33]([OH:35])=[O:34])=[CH:28][CH:27]=1)[CH2:3][CH2:4][CH2:5][N:6]1[CH2:11][CH2:10][CH:9]([C:12]([OH:25])([C:13]2[CH:14]=[CH:15][CH:16]=[CH:17][CH:18]=2)[C:19]2[CH:24]=[CH:23][CH:22]=[CH:21][CH:20]=2)[CH2:8][CH2:7]1. The yield is 0.660. The reactants are [OH:1][CH:2]([C:26]1[CH:31]=[CH:30][C:29]([C:32]([CH2:39][OH:40])([CH3:38])[C:33]([O:35]CC)=[O:34])=[CH:28][CH:27]=1)[CH2:3][CH2:4][CH2:5][N:6]1[CH2:11][CH2:10][CH:9]([C:12]([OH:25])([C:19]2[CH:24]=[CH:23][CH:22]=[CH:21][CH:20]=2)[C:13]2[CH:18]=[CH:17][CH:16]=[CH:15][CH:14]=2)[CH2:8][CH2:7]1.[OH-].[Na+].Cl.